Task: Predict the product of the given reaction.. Dataset: Forward reaction prediction with 1.9M reactions from USPTO patents (1976-2016) (1) Given the reactants [O:1]=[C:2]([NH:12][S:13]([C:16]1[CH:21]=[CH:20][C:19]([O:22][CH2:23][CH2:24][CH2:25][CH2:26][CH3:27])=[CH:18][CH:17]=1)(=[O:15])=[O:14])[CH2:3][NH:4]C(=O)OC(C)(C)C.[ClH:28], predict the reaction product. The product is: [ClH:28].[NH2:4][CH2:3][C:2]([NH:12][S:13]([C:16]1[CH:21]=[CH:20][C:19]([O:22][CH2:23][CH2:24][CH2:25][CH2:26][CH3:27])=[CH:18][CH:17]=1)(=[O:15])=[O:14])=[O:1]. (2) Given the reactants [F:1][C:2]1[CH:7]=[CH:6][C:5]([C:8]([F:11])([F:10])[F:9])=[CH:4][C:3]=1[N:12]=[C:13]=[O:14].C(N(CC)CC)C.[NH2:22][C:23]1[CH:28]=[CH:27][C:26]([C:29]2[C:30]([C:34]([NH2:36])=[O:35])=[CH:31][NH:32][CH:33]=2)=[CH:25][CH:24]=1, predict the reaction product. The product is: [F:1][C:2]1[CH:7]=[CH:6][C:5]([C:8]([F:11])([F:10])[F:9])=[CH:4][C:3]=1[NH:12][C:13](=[O:14])[NH:22][C:23]1[CH:28]=[CH:27][C:26]([C:29]2[C:30]([C:34]([NH2:36])=[O:35])=[CH:31][NH:32][CH:33]=2)=[CH:25][CH:24]=1. (3) Given the reactants [CH2:1]([O:3][C:4](=[O:26])[N:5]([C:14]1[CH:19]=[C:18]([CH:20]=[O:21])[N:17]=[C:16]([NH2:22])[C:15]=1[N+:23]([O-:25])=[O:24])[CH2:6][C:7]1[CH:8]=[N:9][C:10]([CH3:13])=[CH:11][CH:12]=1)[CH3:2].C1(C)C=CC(S([CH2:36][N+:37]#[C-:38])(=O)=O)=CC=1.C(=O)([O-])[O-].[K+].[K+], predict the reaction product. The product is: [CH2:1]([O:3][C:4](=[O:26])[N:5]([C:14]1[CH:19]=[C:18]([C:20]2[O:21][CH:38]=[N:37][CH:36]=2)[N:17]=[C:16]([NH2:22])[C:15]=1[N+:23]([O-:25])=[O:24])[CH2:6][C:7]1[CH:8]=[N:9][C:10]([CH3:13])=[CH:11][CH:12]=1)[CH3:2]. (4) Given the reactants [CH:1]1(B(O)O)[CH2:3][CH2:2]1.P(C1CCCCC1)(C1CCCCC1)C1CCCCC1.[O-]P([O-])([O-])=O.[K+].[K+].[K+].Br[C:35]1[CH:36]=[C:37]([CH:40]=[CH:41][C:42]=1[O:43][C:44]1[CH:49]=[CH:48][C:47]([N+:50]([O-:52])=[O:51])=[CH:46][N:45]=1)[C:38]#[N:39], predict the reaction product. The product is: [CH:1]1([C:41]2[CH:40]=[C:37]([CH:36]=[CH:35][C:42]=2[O:43][C:44]2[CH:49]=[CH:48][C:47]([N+:50]([O-:52])=[O:51])=[CH:46][N:45]=2)[C:38]#[N:39])[CH2:3][CH2:2]1. (5) Given the reactants [CH3:1][N:2]([CH3:33])[C:3]1([C:27]2[CH:32]=[CH:31][CH:30]=[CH:29][CH:28]=2)[CH2:8][CH2:7][CH:6]([CH2:9][C:10]([NH:12][CH2:13][CH2:14][CH2:15][CH2:16][CH2:17][C:18]2[C:26]3[C:21](=[CH:22][CH:23]=[CH:24][CH:25]=3)[NH:20][CH:19]=2)=[O:11])[CH2:5][CH2:4]1.[Cl:34][Si](C)(C)C.CCOCC, predict the reaction product. The product is: [ClH:34].[CH3:33][N:2]([CH3:1])[C:3]1([C:27]2[CH:28]=[CH:29][CH:30]=[CH:31][CH:32]=2)[CH2:8][CH2:7][CH:6]([CH2:9][C:10]([NH:12][CH2:13][CH2:14][CH2:15][CH2:16][CH2:17][C:18]2[C:26]3[C:21](=[CH:22][CH:23]=[CH:24][CH:25]=3)[NH:20][CH:19]=2)=[O:11])[CH2:5][CH2:4]1. (6) Given the reactants [Cl:1][C:2]1[CH:3]=[C:4]([CH:42]=[CH:43][CH:44]=1)[CH2:5][N:6]1[C:14]2[C:9](=[CH:10]C(OCCOS(C3C=CC(C)=CC=3)(=O)=O)=C[CH:13]=2)[C:8]([S:29]([C:32]2[C:41]3[C:36](=[CH:37][CH:38]=[CH:39][CH:40]=3)[CH:35]=[CH:34][CH:33]=2)(=[O:31])=[O:30])=[N:7]1.[CH2:45]1[CH2:49][O:48][CH2:47][CH2:46]1.[CH3:50][NH:51][CH3:52], predict the reaction product. The product is: [Cl:1][C:2]1[CH:3]=[C:4]([CH:42]=[CH:43][CH:44]=1)[CH2:5][N:6]1[C:14]2[C:9](=[CH:10][C:47]([O:48][CH2:49][CH2:45][N:51]([CH3:52])[CH3:50])=[CH:46][CH:13]=2)[C:8]([S:29]([C:32]2[C:41]3[C:36](=[CH:37][CH:38]=[CH:39][CH:40]=3)[CH:35]=[CH:34][CH:33]=2)(=[O:31])=[O:30])=[N:7]1. (7) Given the reactants C(OC(=O)[NH:7][C@@H:8]([CH2:33][C:34]1[CH:39]=[CH:38][CH:37]=[C:36]([CH2:40][CH:41]=[CH2:42])[CH:35]=1)[C@H:9]([OH:32])[CH2:10][N:11](C(OCC1C=CC=CC=1)=O)[CH2:12][C:13]1[CH:18]=[CH:17][CH:16]=[C:15]([CH:19]([CH3:21])[CH3:20])[CH:14]=1)(C)(C)C.Cl.Cl.[CH2:46]([N:49]([CH3:61])[C:50]1[CH:51]=[C:52]([CH:56]=[C:57]([O:59][CH3:60])[N:58]=1)[C:53]([OH:55])=O)[CH:47]=[CH2:48].CCN=C=NCCCN(C)C.Cl.C1C=CC2N(O)N=NC=2C=1.CCN(CC)CC, predict the reaction product. The product is: [CH2:40]([C:36]1[CH:35]=[C:34]([CH:39]=[CH:38][CH:37]=1)[CH2:33][C@H:8]([NH:7][C:53](=[O:55])[C:52]1[CH:56]=[C:57]([O:59][CH3:60])[N:58]=[C:50]([N:49]([CH2:46][CH:47]=[CH2:48])[CH3:61])[CH:51]=1)[C@H:9]([OH:32])[CH2:10][NH:11][CH2:12][C:13]1[CH:18]=[CH:17][CH:16]=[C:15]([CH:19]([CH3:20])[CH3:21])[CH:14]=1)[CH:41]=[CH2:42]. (8) Given the reactants I[C:2]1[CH:7]=[CH:6][N:5]=[CH:4][C:3]=1[N:8]([CH3:25])[C:9](=[O:24])[C:10]1[CH:15]=[C:14]([C:16]([F:19])([F:18])[F:17])[CH:13]=[C:12]([C:20]([F:23])([F:22])[F:21])[CH:11]=1.[F:26][C:27]([F:40])([F:39])[CH2:28][O:29][C:30]1[C:35](B(O)O)=[CH:34][CH:33]=[CH:32][N:31]=1, predict the reaction product. The product is: [CH3:25][N:8]([C:3]1[CH:4]=[N:5][CH:6]=[CH:7][C:2]=1[C:35]1[C:30]([O:29][CH2:28][C:27]([F:39])([F:26])[F:40])=[N:31][CH:32]=[CH:33][CH:34]=1)[C:9](=[O:24])[C:10]1[CH:15]=[C:14]([C:16]([F:19])([F:18])[F:17])[CH:13]=[C:12]([C:20]([F:23])([F:22])[F:21])[CH:11]=1. (9) Given the reactants Cl[C:2]1[N:7]=[CH:6][C:5]([S:8]([N:11]2[CH2:20][CH2:19][C:18]3[C@:13]([CH2:31][O:32][CH2:33][CH2:34][O:35][CH3:36])([CH2:14][C:15]4[CH:23]=[N:22][N:21]([C:24]5[CH:29]=[CH:28][C:27]([F:30])=[CH:26][CH:25]=5)[C:16]=4[CH:17]=3)[CH2:12]2)(=[O:10])=[O:9])=[CH:4][CH:3]=1.[F:37][C@@H:38]1[CH2:42][CH2:41][NH:40][CH2:39]1, predict the reaction product. The product is: [F:30][C:27]1[CH:26]=[CH:25][C:24]([N:21]2[C:16]3[CH:17]=[C:18]4[C@:13]([CH2:31][O:32][CH2:33][CH2:34][O:35][CH3:36])([CH2:14][C:15]=3[CH:23]=[N:22]2)[CH2:12][N:11]([S:8]([C:5]2[CH:6]=[N:7][C:2]([N:40]3[CH2:41][CH2:42][C@@H:38]([F:37])[CH2:39]3)=[CH:3][CH:4]=2)(=[O:9])=[O:10])[CH2:20][CH2:19]4)=[CH:29][CH:28]=1. (10) Given the reactants [CH:1]1([O:4][C:5]2[CH:13]=[CH:12][C:8]([C:9]([OH:11])=O)=[CH:7][CH:6]=2)[CH2:3][CH2:2]1.C(Cl)(=O)C(Cl)=O.Cl.[NH2:21][C:22]1([C:25]([O:27][CH2:28][CH3:29])=[O:26])[CH2:24][CH2:23]1.C(N(CC)CC)C, predict the reaction product. The product is: [CH:1]1([O:4][C:5]2[CH:6]=[CH:7][C:8]([C:9]([NH:21][C:22]3([C:25]([O:27][CH2:28][CH3:29])=[O:26])[CH2:24][CH2:23]3)=[O:11])=[CH:12][CH:13]=2)[CH2:2][CH2:3]1.